This data is from Reaction yield outcomes from USPTO patents with 853,638 reactions. The task is: Predict the reaction yield, written as a fraction of the theoretical maximum amount of product (1.0 means a 100% yield; for example, 0.34 means a 34% yield). (1) The reactants are [NH2:1][CH:2]([CH2:5][OH:6])[CH2:3][OH:4].[Cl:7][C:8]1[S:12][C:11]([S:13](Cl)(=[O:15])=[O:14])=[CH:10][CH:9]=1.C(N(CC)CC)C. The catalyst is C1COCC1. The product is [OH:4][CH2:3][CH:2]([NH:1][S:13]([C:11]1[S:12][C:8]([Cl:7])=[CH:9][CH:10]=1)(=[O:15])=[O:14])[CH2:5][OH:6]. The yield is 0.770. (2) The reactants are [C:1]([C:4]1[C:22](=[O:23])[C@@:8]2([CH3:24])[C:9]3[C:15]([OH:16])=[CH:14][C:13]([O:17][CH3:18])=[C:12]([C:19]([NH2:21])=[O:20])[C:10]=3[O:11][C:7]2=[CH:6][C:5]=1[OH:25])(=[O:3])[CH3:2].[CH2:26]([O:33][C:34]1[C:41]([CH3:42])=[C:40]([CH3:43])[C:37]([CH:38]=O)=[C:36]([CH3:44])[C:35]=1[CH3:45])[C:27]1[CH:32]=[CH:31][CH:30]=[CH:29][CH:28]=1.C([SiH](CC)CC)C.FC(F)(F)C(O)=O. The catalyst is C(#N)C. The product is [C:1]([C:4]1[C:22](=[O:23])[C@@:8]2([CH3:24])[C:9]3[C:15]([OH:16])=[CH:14][C:13]([O:17][CH3:18])=[C:12]([C:19]([NH:21][CH2:38][C:37]4[C:40]([CH3:43])=[C:41]([CH3:42])[C:34]([O:33][CH2:26][C:27]5[CH:32]=[CH:31][CH:30]=[CH:29][CH:28]=5)=[C:35]([CH3:45])[C:36]=4[CH3:44])=[O:20])[C:10]=3[O:11][C:7]2=[CH:6][C:5]=1[OH:25])(=[O:3])[CH3:2]. The yield is 0.800. (3) The reactants are [CH2:1]([S:3][C:4]1[C:13]([C:14]([NH:16][CH2:17][C:18]2[CH:23]=[CH:22][CH:21]=[C:20]([F:24])[CH:19]=2)=[O:15])=[C:12](O)[C:11]2[C:6](=[CH:7][C:8]([C:26]([F:29])([F:28])[F:27])=[CH:9][CH:10]=2)[N:5]=1)[CH3:2].O=P(Cl)(Cl)[Cl:32].C([O-])(O)=O.[Na+]. The catalyst is CCCCCC. The product is [Cl:32][C:12]1[C:11]2[C:6](=[CH:7][C:8]([C:26]([F:29])([F:28])[F:27])=[CH:9][CH:10]=2)[N:5]=[C:4]([S:3][CH2:1][CH3:2])[C:13]=1[C:14]([NH:16][CH2:17][C:18]1[CH:23]=[CH:22][CH:21]=[C:20]([F:24])[CH:19]=1)=[O:15]. The yield is 0.480. (4) The reactants are C([N-]C(C)C)(C)C.[Li+].[CH3:9][O:10][C:11](=[O:22])[CH2:12][C:13]1[CH:18]=[CH:17][CH:16]=[C:15]([N+:19]([O-:21])=[O:20])[CH:14]=1.I[CH2:24][CH:25]1[CH2:29][CH2:28][CH2:27][CH2:26]1. The catalyst is O1CCCC1.CN1CCCN(C)C1=O.CN1CCCN(C)C1=O. The product is [CH3:9][O:10][C:11](=[O:22])[CH:12]([C:13]1[CH:18]=[CH:17][CH:16]=[C:15]([N+:19]([O-:21])=[O:20])[CH:14]=1)[CH2:24][CH:25]1[CH2:29][CH2:28][CH2:27][CH2:26]1. The yield is 0.468. (5) The product is [N:35]([CH2:38][CH2:39][C:40]1[C:48]2[C:43](=[CH:44][CH:45]=[C:46]([F:57])[C:47]=2[O:49][CH2:50][C:51]2[CH:56]=[CH:55][CH:54]=[CH:53][CH:52]=2)[N:42]([CH2:20][CH:21]2[CH2:22][CH2:26][CH2:27][CH2:34][O:33]2)[CH:41]=1)=[N+:36]=[N-:37]. The yield is 0.820. The reactants are CCCC[N+](CCCC)(CCCC)CCCC.[F-].F[C:20]1[C:21]([O:33][CH3:34])=[C:22]2[C:26](=[CH:27]C=1)N(C)C=C2CCO.[N:35]([CH2:38][CH2:39][C:40]1[C:48]2[C:43](=[CH:44][CH:45]=[C:46]([F:57])[C:47]=2[O:49][CH2:50][C:51]2[CH:56]=[CH:55][CH:54]=[CH:53][CH:52]=2)[NH:42][CH:41]=1)=[N+:36]=[N-:37]. No catalyst specified. (6) The reactants are C(OC(=O)C)(=O)C.C([O-])(=O)C.[K+].[N:13](OCCC(C)C)=O.[C:21]([C:23]1[CH:28]=[CH:27][C:26]([NH:29]C(=O)C)=[C:25]([CH3:33])[C:24]=1[CH3:34])#[N:22]. The catalyst is [Br-].C([N+](CCCC)(CCCC)CCCC)CCC.C(OCC)(=O)C. The product is [CH3:34][C:24]1[C:23]([C:21]#[N:22])=[CH:28][CH:27]=[C:26]2[C:25]=1[CH:33]=[N:13][NH:29]2. The yield is 0.849.